Task: Regression. Given two drug SMILES strings and cell line genomic features, predict the synergy score measuring deviation from expected non-interaction effect.. Dataset: NCI-60 drug combinations with 297,098 pairs across 59 cell lines Drug 1: CC1C(C(=O)NC(C(=O)N2CCCC2C(=O)N(CC(=O)N(C(C(=O)O1)C(C)C)C)C)C(C)C)NC(=O)C3=C4C(=C(C=C3)C)OC5=C(C(=O)C(=C(C5=N4)C(=O)NC6C(OC(=O)C(N(C(=O)CN(C(=O)C7CCCN7C(=O)C(NC6=O)C(C)C)C)C)C(C)C)C)N)C. Drug 2: C1=CN(C=N1)CC(O)(P(=O)(O)O)P(=O)(O)O. Cell line: SK-MEL-28. Synergy scores: CSS=9.34, Synergy_ZIP=-2.81, Synergy_Bliss=2.29, Synergy_Loewe=-3.25, Synergy_HSA=1.36.